From a dataset of TCR-epitope binding with 47,182 pairs between 192 epitopes and 23,139 TCRs. Binary Classification. Given a T-cell receptor sequence (or CDR3 region) and an epitope sequence, predict whether binding occurs between them. (1) The TCR CDR3 sequence is CASSQDTGDSYEQYF. The epitope is FTISVTTEIL. Result: 1 (the TCR binds to the epitope). (2) The epitope is HTTDPSFLGRY. Result: 1 (the TCR binds to the epitope). The TCR CDR3 sequence is CATSDERVRQGGYTF. (3) The epitope is YFPLQSYGF. The TCR CDR3 sequence is CASSPGARGIDEQFF. Result: 0 (the TCR does not bind to the epitope). (4) The epitope is EIYKRWII. The TCR CDR3 sequence is CASRETGKTDGYTF. Result: 0 (the TCR does not bind to the epitope).